This data is from Reaction yield outcomes from USPTO patents with 853,638 reactions. The task is: Predict the reaction yield, written as a fraction of the theoretical maximum amount of product (1.0 means a 100% yield; for example, 0.34 means a 34% yield). The reactants are [O:1]1[C:5]2[CH:6]=[CH:7][CH:8]=[CH:9][C:4]=2[CH:3]=[C:2]1[C:10]1[CH:11]=[C:12]2[C:17](=[CH:18][CH:19]=1)[N:16]=[C:15]([C:20]([F:23])([F:22])[F:21])[CH:14]=[C:13]2[O:24][CH3:25].CC([O-])=O.[K+].[Br:31]Br. The catalyst is CC(O)=O.O. The product is [Br:31][C:3]1[C:4]2[CH:9]=[CH:8][CH:7]=[CH:6][C:5]=2[O:1][C:2]=1[C:10]1[CH:11]=[C:12]2[C:17](=[CH:18][CH:19]=1)[N:16]=[C:15]([C:20]([F:22])([F:21])[F:23])[CH:14]=[C:13]2[O:24][CH3:25]. The yield is 0.660.